This data is from Forward reaction prediction with 1.9M reactions from USPTO patents (1976-2016). The task is: Predict the product of the given reaction. (1) Given the reactants [C:1](Cl)(=[O:3])[CH3:2].[OH:5][C:6]1[CH:21]=[CH:20][C:9]([O:10][C:11]2[CH:19]=[CH:18][C:14]([C:15]([OH:17])=[O:16])=[CH:13][CH:12]=2)=[CH:8][CH:7]=1, predict the reaction product. The product is: [C:1]([O:5][C:6]1[CH:21]=[CH:20][C:9]([O:10][C:11]2[CH:19]=[CH:18][C:14]([C:15]([OH:17])=[O:16])=[CH:13][CH:12]=2)=[CH:8][CH:7]=1)(=[O:3])[CH3:2]. (2) The product is: [OH:1][C@@H:2]1[CH2:6][N:5]([C:7]([O:9][C:10]([CH3:13])([CH3:11])[CH3:12])=[O:8])[C@H:4]([C:14]2[NH:15][C:16]([C:35]3[CH:36]=[CH:37][C:42]([C:35]4[CH:44]=[CH:43][C:42]5[C:37](=[CH:38][CH:39]=[C:40]([C:45]6[NH:49][C:48]([C@@H:50]7[CH2:54][CH2:53][CH2:52][N:51]7[C:55](=[O:65])[C@@H:56]([NH:60][C:61]([O:62][CH3:63])=[O:64])[CH:57]([CH3:59])[CH3:58])=[N:47][CH:46]=6)[CH:41]=5)[CH:36]=4)=[CH:43][CH:44]=3)=[CH:17][N:18]=2)[CH2:3]1. Given the reactants [OH:1][C@@H:2]1[CH2:6][N:5]([C:7]([O:9][C:10]([CH3:13])([CH3:12])[CH3:11])=[O:8])[C@H:4]([C:14]2[NH:15][C:16](C3C=CC(B4OC(C)(C)C(C)(C)O4)=CC=3)=[CH:17][N:18]=2)[CH2:3]1.Br[C:35]1[CH:36]=[C:37]2[C:42](=[CH:43][CH:44]=1)[CH:41]=[C:40]([C:45]1[NH:49][C:48]([C@@H:50]3[CH2:54][CH2:53][CH2:52][N:51]3[C:55](=[O:65])[C@@H:56]([NH:60][C:61](=[O:64])[O:62][CH3:63])[CH:57]([CH3:59])[CH3:58])=[N:47][CH:46]=1)[CH:39]=[CH:38]2.C([O-])([O-])=O.[K+].[K+], predict the reaction product. (3) The product is: [CH3:16][O:17][C:18]([C:20]1[CH:21]=[N:22][N:23]2[CH:28]=[C:27]([C:29]3[C:30]([F:36])=[CH:31][CH:32]=[CH:33][C:34]=3[F:35])[C:26]([C:37]3[CH:38]=[CH:39][C:40]([CH2:43][N:1]4[CH2:4][CH:3]([C:5]5[N:6]=[C:7]([C:10]6[CH:15]=[CH:14][CH:13]=[CH:12][N:11]=6)[NH:8][N:9]=5)[CH2:2]4)=[CH:41][CH:42]=3)=[N:25][C:24]=12)=[O:19]. Given the reactants [NH:1]1[CH2:4][CH:3]([C:5]2[NH:9][N:8]=[C:7]([C:10]3[CH:15]=[CH:14][CH:13]=[CH:12][N:11]=3)[N:6]=2)[CH2:2]1.[CH3:16][O:17][C:18]([C:20]1[CH:21]=[N:22][N:23]2[CH:28]=[C:27]([C:29]3[C:34]([F:35])=[CH:33][CH:32]=[CH:31][C:30]=3[F:36])[C:26]([C:37]3[CH:42]=[CH:41][C:40]([CH:43]=O)=[CH:39][CH:38]=3)=[N:25][C:24]=12)=[O:19], predict the reaction product. (4) Given the reactants FC(F)(F)C(O)=O.[NH2:8][C@H:9]([C:11]([NH:13][C:14]1[CH:19]=[CH:18][CH:17]=[CH:16][C:15]=1[CH2:20][CH2:21][C:22]([OH:24])=[O:23])=[O:12])[CH3:10].C(=O)(O)[O-].[Na+].[CH:30]1[C:42]2[CH:41]([CH2:43][O:44][C:45](Cl)=[O:46])[C:40]3[C:35](=[CH:36][CH:37]=[CH:38][CH:39]=3)[C:34]=2[CH:33]=[CH:32][CH:31]=1.Cl, predict the reaction product. The product is: [CH:30]1[C:42]2[CH:41]([CH2:43][O:44][C:45]([NH:8][C@H:9]([C:11]([NH:13][C:14]3[CH:19]=[CH:18][CH:17]=[CH:16][C:15]=3[CH2:20][CH2:21][C:22]([OH:24])=[O:23])=[O:12])[CH3:10])=[O:46])[C:40]3[C:35](=[CH:36][CH:37]=[CH:38][CH:39]=3)[C:34]=2[CH:33]=[CH:32][CH:31]=1. (5) The product is: [Cl:1][C:2]1[CH:7]=[C:6]([O:8][CH3:9])[CH:5]=[CH:4][C:3]=1[C:10]([CH3:14])([CH3:13])[C:11]#[N:12]. Given the reactants [Cl:1][C:2]1[CH:7]=[C:6]([O:8][CH3:9])[CH:5]=[CH:4][C:3]=1[CH:10]([CH3:13])[C:11]#[N:12].[CH3:14]I.[H-].[Na+].O, predict the reaction product. (6) The product is: [OH:22][C@H:23]([CH2:24][NH:11][C:9]1[CH:8]=[CH:7][C:6]2[N:2]([CH3:1])[S:3](=[O:15])(=[O:14])[CH2:4][C:5]=2[CH:10]=1)[CH2:25][NH:26][C:27](=[O:29])[CH3:28]. Given the reactants [CH3:1][N:2]1[C:6]2[CH:7]=[CH:8][C:9]([N+:11]([O-])=O)=[CH:10][C:5]=2[CH2:4][S:3]1(=[O:15])=[O:14].CCOC(C)=O.[O:22]1[CH2:24][C@@H:23]1[CH2:25][NH:26][C:27](=[O:29])[CH3:28].FC(F)(F)S([O-])(=O)=O.[Mg+2].FC(F)(F)S([O-])(=O)=O, predict the reaction product. (7) The product is: [NH2:9][C:8]1[N:4]([CH2:3][CH2:2][OH:1])[N:5]=[CH:6][C:7]=1[N:10]=[O:11]. Given the reactants [OH:1][CH2:2][CH2:3][NH:4][N:5]=[CH:6][C:7](=[N:10][OH:11])[C:8]#[N:9], predict the reaction product.